This data is from Forward reaction prediction with 1.9M reactions from USPTO patents (1976-2016). The task is: Predict the product of the given reaction. (1) Given the reactants Br[C:2]1[CH:3]=[C:4]([CH:25]=[CH:26][N:27]=1)[C:5]([NH:7][C:8]1[S:9][C:10]2[C:16]([N:17]3[CH2:22][CH2:21][O:20][CH2:19][CH2:18]3)=[CH:15][CH:14]=[C:13]([O:23][CH3:24])[C:11]=2[N:12]=1)=[O:6].[H-].[Na+].[CH3:30][CH:31]([CH3:34])[CH2:32][OH:33], predict the reaction product. The product is: [CH2:32]([O:33][C:2]1[CH:3]=[C:4]([CH:25]=[CH:26][N:27]=1)[C:5]([NH:7][C:8]1[S:9][C:10]2[C:16]([N:17]3[CH2:22][CH2:21][O:20][CH2:19][CH2:18]3)=[CH:15][CH:14]=[C:13]([O:23][CH3:24])[C:11]=2[N:12]=1)=[O:6])[CH:31]([CH3:34])[CH3:30]. (2) The product is: [CH2:1]([NH:8][C:9]([C:11]1[C:15]([CH:16]([CH3:18])[CH3:17])=[C:14]([CH2:19][OH:20])[N:13]([C:21]2[CH:26]=[CH:25][C:24]([F:27])=[CH:23][CH:22]=2)[N:12]=1)=[O:10])[C:2]1[CH:3]=[CH:4][CH:5]=[CH:6][CH:7]=1. Given the reactants [CH2:1]([NH:8][C:9]([C:11]1[C:15]([CH:16]([CH3:18])[CH3:17])=[C:14]([CH:19]=[O:20])[N:13]([C:21]2[CH:26]=[CH:25][C:24]([F:27])=[CH:23][CH:22]=2)[N:12]=1)=[O:10])[C:2]1[CH:7]=[CH:6][CH:5]=[CH:4][CH:3]=1.CO.[BH4-].[Na+], predict the reaction product.